From a dataset of Peptide-MHC class I binding affinity with 185,985 pairs from IEDB/IMGT. Regression. Given a peptide amino acid sequence and an MHC pseudo amino acid sequence, predict their binding affinity value. This is MHC class I binding data. (1) The peptide sequence is VALLPLSLLF. The MHC is H-2-Db with pseudo-sequence YESYYREKAGQWFVSNLYLQSLFYTWSAYAYEWY. The binding affinity (normalized) is 0. (2) The binding affinity (normalized) is 0.0306. The MHC is Mamu-A11 with pseudo-sequence Mamu-A11. The peptide sequence is NDIQKLVGVL. (3) The peptide sequence is VLLTRSPDQ. The MHC is HLA-A02:16 with pseudo-sequence HLA-A02:16. The binding affinity (normalized) is 0.395. (4) The peptide sequence is QVGIFLICK. The MHC is HLA-B46:01 with pseudo-sequence HLA-B46:01. The binding affinity (normalized) is 0.0847.